Task: Regression. Given a peptide amino acid sequence and an MHC pseudo amino acid sequence, predict their binding affinity value. This is MHC class I binding data.. Dataset: Peptide-MHC class I binding affinity with 185,985 pairs from IEDB/IMGT (1) The peptide sequence is FQPAGKQYI. The MHC is H-2-Db with pseudo-sequence H-2-Db. The binding affinity (normalized) is 0.283. (2) The peptide sequence is LDFAKVASV. The MHC is HLA-A02:06 with pseudo-sequence HLA-A02:06. The binding affinity (normalized) is 0.143. (3) The peptide sequence is VVLQQHSIA. The MHC is HLA-A11:01 with pseudo-sequence HLA-A11:01. The binding affinity (normalized) is 0.